From a dataset of Full USPTO retrosynthesis dataset with 1.9M reactions from patents (1976-2016). Predict the reactants needed to synthesize the given product. Given the product [F:4][C:2]([C:5]1[O:9][C:8]([CH2:10][N:11]2[N:15]=[C:14]([NH:16][C:23]([C:21]3[N:22]=[C:18]([CH3:17])[O:19][C:20]=3[C:26]3[CH:31]=[CH:30][CH:29]=[C:28]([O:32][C:33]([F:35])([F:34])[F:36])[CH:27]=3)=[O:24])[CH:13]=[N:12]2)=[CH:7][CH:6]=1)([F:1])[CH3:3], predict the reactants needed to synthesize it. The reactants are: [F:1][C:2]([C:5]1[O:9][C:8]([CH2:10][N:11]2[N:15]=[C:14]([NH2:16])[CH:13]=[N:12]2)=[CH:7][CH:6]=1)([F:4])[CH3:3].[CH3:17][C:18]1[O:19][C:20]([C:26]2[CH:31]=[CH:30][CH:29]=[C:28]([O:32][C:33]([F:36])([F:35])[F:34])[CH:27]=2)=[C:21]([C:23](O)=[O:24])[N:22]=1.